From a dataset of Catalyst prediction with 721,799 reactions and 888 catalyst types from USPTO. Predict which catalyst facilitates the given reaction. (1) Product: [CH:1]1([C:4]([C:5]2[CH:6]=[C:7]([C:11]([CH3:32])([CH3:31])[CH2:12][C:13]([OH:30])([C:26]([F:27])([F:28])[F:29])[CH2:14][N:15]3[C:24]4[C:19](=[CH:20][CH:21]=[CH:22][CH:23]=4)[C:18](=[O:25])[CH:17]=[CH:16]3)[CH:8]=[CH:9][CH:10]=2)=[O:33])[CH2:2][CH2:3]1. Reactant: [CH:1]1([CH:4]([OH:33])[C:5]2[CH:6]=[C:7]([C:11]([CH3:32])([CH3:31])[CH2:12][C:13]([OH:30])([C:26]([F:29])([F:28])[F:27])[CH2:14][N:15]3[C:24]4[C:19](=[CH:20][CH:21]=[CH:22][CH:23]=4)[C:18](=[O:25])[CH:17]=[CH:16]3)[CH:8]=[CH:9][CH:10]=2)[CH2:3][CH2:2]1. The catalyst class is: 177. (2) Reactant: [Cl:1][C:2]1[CH:3]=[C:4]([N+:17]([O-])=O)[CH:5]=[CH:6][C:7]=1[O:8][CH2:9][C:10]1[CH:15]=[CH:14][CH:13]=[C:12]([CH3:16])[N:11]=1. Product: [Cl:1][C:2]1[CH:3]=[C:4]([NH2:17])[CH:5]=[CH:6][C:7]=1[O:8][CH2:9][C:10]1[CH:15]=[CH:14][CH:13]=[C:12]([CH3:16])[N:11]=1. The catalyst class is: 465. (3) Reactant: [CH3:1][C:2]1[CH:7]=[CH:6][CH:5]=[C:4]([CH3:8])[C:3]=1[OH:9].Cl[CH2:11][C:12]([OH:14])=[O:13].[OH-].[Na+].C1(O)C=CC=CC=1. Product: [CH3:1][C:2]1[CH:7]=[CH:6][CH:5]=[C:4]([CH3:8])[C:3]=1[O:9][CH2:11][C:12]([OH:14])=[O:13]. The catalyst class is: 6. (4) Reactant: [CH3:1][N:2]([CH3:18])[CH2:3][CH2:4][N:5]1[CH2:10][CH2:9][S:8][C:7]2[CH:11]=[C:12]([N+:15]([O-])=O)[CH:13]=[CH:14][C:6]1=2.O.NN. Product: [CH3:1][N:2]([CH3:18])[CH2:3][CH2:4][N:5]1[CH2:10][CH2:9][S:8][C:7]2[CH:11]=[C:12]([NH2:15])[CH:13]=[CH:14][C:6]1=2. The catalyst class is: 94. (5) Reactant: [CH2:1]([O:8][C:9](=[O:18])[C:10]1[CH:15]=[CH:14][C:13]([CH2:16]Br)=[CH:12][CH:11]=1)[C:2]1[CH:7]=[CH:6][CH:5]=[CH:4][CH:3]=1.[CH2:19]([O:21][C:22](=[O:38])[CH2:23][N:24]=[C:25]([C:32]1[CH:37]=[CH:36][CH:35]=[CH:34][CH:33]=1)[C:26]1[CH:31]=[CH:30][CH:29]=[CH:28][CH:27]=1)[CH3:20].C(=O)([O-])[O-].[K+].[K+]. Product: [CH2:1]([O:8][C:9](=[O:18])[C:10]1[CH:15]=[CH:14][C:13]([CH2:16][CH:23]([N:24]=[C:25]([C:32]2[CH:37]=[CH:36][CH:35]=[CH:34][CH:33]=2)[C:26]2[CH:27]=[CH:28][CH:29]=[CH:30][CH:31]=2)[C:22]([O:21][CH2:19][CH3:20])=[O:38])=[CH:12][CH:11]=1)[C:2]1[CH:7]=[CH:6][CH:5]=[CH:4][CH:3]=1. The catalyst class is: 10. (6) Reactant: [CH:1]([C:4]1[N:5]=[N:6][C:7]([N:10]2[CH:14]=[N:13][N:12]=[N:11]2)=[CH:8][CH:9]=1)=[CH:2][CH3:3].[CH3:15][C:16]1[C:20](=[O:21])[O:19][CH2:18][C:17]=1[N:22]1[CH2:26][CH2:25][C:24]2([CH2:31][CH2:30][NH:29][CH2:28][CH2:27]2)[C:23]1=[O:32].C1C=CC(P(C2C(OC3C(P(C4C=CC=CC=4)C4C=CC=CC=4)=CC=CC=3)=CC=CC=2)C2C=CC=CC=2)=CC=1.N#N. Product: [CH3:15][C:16]1[C:20](=[O:21])[O:19][CH2:18][C:17]=1[N:22]1[CH2:26][CH2:25][C:24]2([CH2:31][CH2:30][N:29]([C@H:2]([CH3:3])[CH2:1][C:4]3[N:5]=[N:6][C:7]([N:10]4[CH:14]=[N:13][N:12]=[N:11]4)=[CH:8][CH:9]=3)[CH2:28][CH2:27]2)[C:23]1=[O:32]. The catalyst class is: 11.